From a dataset of Full USPTO retrosynthesis dataset with 1.9M reactions from patents (1976-2016). Predict the reactants needed to synthesize the given product. (1) Given the product [Cl:3][C:4]1[CH:5]=[CH:6][C:7]([CH2:10][N:11]2[C:15]3[CH:16]([OH:19])[CH2:17][CH2:18][C:14]=3[N:13]=[C:12]2[CH:20]2[CH2:21][CH2:22]2)=[CH:8][CH:9]=1, predict the reactants needed to synthesize it. The reactants are: [BH4-].[Na+].[Cl:3][C:4]1[CH:9]=[CH:8][C:7]([CH2:10][N:11]2[C:15]3[C:16](=[O:19])[CH2:17][CH2:18][C:14]=3[N:13]=[C:12]2[CH:20]2[CH2:22][CH2:21]2)=[CH:6][CH:5]=1. (2) Given the product [Cl:21][CH2:22][C:23]([NH:2][C:3]1[C:12]2[C:7](=[CH:8][CH:9]=[CH:10][CH:11]=2)[CH:6]=[CH:5][C:4]=1[OH:13])=[O:24], predict the reactants needed to synthesize it. The reactants are: Cl.[NH2:2][C:3]1[C:12]2[C:7](=[CH:8][CH:9]=[CH:10][CH:11]=2)[CH:6]=[CH:5][C:4]=1[OH:13].C(N(CC)CC)C.[Cl:21][CH2:22][C:23](Cl)=[O:24].O. (3) Given the product [CH3:1][CH:2]([CH3:14])[CH:3]([NH:6][C:7](=[O:13])[O:8][C:9]([CH3:12])([CH3:11])[CH3:10])[C:4]#[CH:17], predict the reactants needed to synthesize it. The reactants are: [CH3:1][CH:2]([CH3:14])[CH:3]([NH:6][C:7](=[O:13])[O:8][C:9]([CH3:12])([CH3:11])[CH3:10])[CH:4]=O.[N+](=[C:17](P(=O)(OC)OC)C(=O)C)=[N-].C(=O)([O-])[O-].[K+].[K+]. (4) Given the product [C:1]([CH:5]1[CH2:6][CH2:7][C:8]([O:11][Si:13]([CH3:23])([CH3:14])[CH3:12])=[CH:9][CH2:10]1)([CH3:4])([CH3:2])[CH3:3], predict the reactants needed to synthesize it. The reactants are: [C:1]([CH:5]1[CH2:10][CH2:9][C:8](=[O:11])[CH2:7][CH2:6]1)([CH3:4])([CH3:3])[CH3:2].[CH3:12][Si:13](C)([CH3:23])[CH2:14]C(C1C=CC=CC=1)=C.N(S(C(F)(F)F)(=O)=O)S(C(F)(F)F)(=O)=O.CCN(CC)CC.C(=O)([O-])O.[Na+]. (5) Given the product [O:25]1[C:30]2[CH:5]=[CH:6][C:7]([CH:11]=[CH:12][C:8]3[C:7]4[C:11](=[CH:12][C:4]([N+:1]([O-:3])=[O:2])=[CH:5][CH:6]=4)[N:10]([CH2:13][O:14][CH2:15][CH2:16][Si:17]([CH3:20])([CH3:19])[CH3:18])[N:9]=3)=[CH:8][C:29]=2[O:28][CH2:27]1, predict the reactants needed to synthesize it. The reactants are: [N+:1]([C:4]1[CH:12]=[C:11]2[C:7]([C:8](I)=[N:9][N:10]2[CH2:13][O:14][CH2:15][CH2:16][Si:17]([CH3:20])([CH3:19])[CH3:18])=[CH:6][CH:5]=1)([O-:3])=[O:2].B(O)O.[O:25]1[CH2:30][CH2:29][O:28][CH2:27]C1.[OH-].[Na+]. (6) Given the product [CH3:35][S:32]([OH:36])(=[O:34])=[O:33].[C:1]([C:5]1[CH:6]=[C:7]([C:11]2[NH:31][C:14]3[C:15]([O:29][CH3:30])=[N:16][C:17]([C:19]4[CH:24]=[CH:23][CH:22]=[CH:21][C:20]=4[C:25]([F:27])([F:28])[F:26])=[CH:18][C:13]=3[N:12]=2)[N:8]([CH3:10])[N:9]=1)([CH3:4])([CH3:2])[CH3:3], predict the reactants needed to synthesize it. The reactants are: [C:1]([C:5]1[CH:6]=[C:7]([C:11]2[NH:31][C:14]3[C:15]([O:29][CH3:30])=[N:16][C:17]([C:19]4[CH:24]=[CH:23][CH:22]=[CH:21][C:20]=4[C:25]([F:28])([F:27])[F:26])=[CH:18][C:13]=3[N:12]=2)[N:8]([CH3:10])[N:9]=1)([CH3:4])([CH3:3])[CH3:2].[S:32]([OH:36])([CH3:35])(=[O:34])=[O:33].